Dataset: Catalyst prediction with 721,799 reactions and 888 catalyst types from USPTO. Task: Predict which catalyst facilitates the given reaction. (1) Reactant: [Cl:1][C:2]1[C:3]([CH3:22])=[C:4]([NH:10][C:11]([N:13]2[CH2:17][CH2:16][C@H:15]([OH:18])[C@H:14]2[C:19](O)=[O:20])=[O:12])[CH:5]=[CH:6][C:7]=1[C:8]#[N:9].C1CCC(N=C=NC2CCCCC2)CC1.C1C([N+]([O-])=O)=CC=C(O)C=1. Product: [Cl:1][C:2]1[C:3]([CH3:22])=[C:4]([N:10]2[C:19](=[O:20])[C@@H:14]3[C@@H:15]([OH:18])[CH2:16][CH2:17][N:13]3[C:11]2=[O:12])[CH:5]=[CH:6][C:7]=1[C:8]#[N:9]. The catalyst class is: 10. (2) Reactant: [OH:1][C:2]1[C:9]([OH:10])=[CH:8][CH:7]=[CH:6][C:3]=1[CH:4]=[O:5].[C:11]([O-])([O-])=O.[K+].[K+].IC. Product: [OH:10][C:9]1[C:2]([O:1][CH3:11])=[C:3]([CH:6]=[CH:7][CH:8]=1)[CH:4]=[O:5]. The catalyst class is: 3. (3) Reactant: [CH3:1][N:2]([C:4]1[CH:28]=[CH:27][C:7]([C:8]([NH:10][C:11]2[CH:26]=[CH:25][CH:24]=[CH:23][C:12]=2[C:13]([NH:15][C:16]2[CH:21]=[CH:20][C:19]([Cl:22])=[CH:18][N:17]=2)=[O:14])=[O:9])=[C:6]([O:29][CH:30]2[CH2:35][CH2:34][N:33](C(OC(C)(C)C)=O)[CH2:32][CH2:31]2)[CH:5]=1)[CH3:3]. Product: [CH3:3][N:2]([C:4]1[CH:28]=[CH:27][C:7]([C:8]([NH:10][C:11]2[CH:26]=[CH:25][CH:24]=[CH:23][C:12]=2[C:13]([NH:15][C:16]2[CH:21]=[CH:20][C:19]([Cl:22])=[CH:18][N:17]=2)=[O:14])=[O:9])=[C:6]([O:29][CH:30]2[CH2:31][CH2:32][NH:33][CH2:34][CH2:35]2)[CH:5]=1)[CH3:1]. The catalyst class is: 158.